This data is from Full USPTO retrosynthesis dataset with 1.9M reactions from patents (1976-2016). The task is: Predict the reactants needed to synthesize the given product. (1) Given the product [Br:8][C:6]1[CH:7]=[C:2]([C:9]2([C:14]#[N:15])[CH2:13][CH2:12][CH2:11][CH2:10]2)[CH:3]=[N:4][CH:5]=1, predict the reactants needed to synthesize it. The reactants are: Br[C:2]1[CH:3]=[N:4][CH:5]=[C:6]([Br:8])[CH:7]=1.[CH:9]1([C:14]#[N:15])[CH2:13][CH2:12][CH2:11][CH2:10]1.C[Si]([N-][Si](C)(C)C)(C)C.[Na+].O. (2) The reactants are: [F:1][C:2]1[CH:14]=[CH:13][C:12]2[CH2:15][CH2:16][N:17](C)[CH2:18][CH2:19][N:10]3[C:11]=2[C:3]=1[C:4]1[CH2:5][CH2:6][CH2:7][CH2:8][C:9]=13.ClC(OC(Cl)C)=O. Given the product [F:1][C:2]1[CH:14]=[CH:13][C:12]2[CH2:15][CH2:16][NH:17][CH2:18][CH2:19][N:10]3[C:11]=2[C:3]=1[C:4]1[CH2:5][CH2:6][CH2:7][CH2:8][C:9]=13, predict the reactants needed to synthesize it. (3) Given the product [C:34]([NH:33][C:31]([C:28]1[S:27][C:26]([N:13]2[CH2:14][CH2:15][CH2:16][C@H:11]([N:7]3[CH2:6][CH2:5][C@:4]([CH2:3][C:2]([OH:1])([CH3:24])[CH3:23])([C:17]4[CH:18]=[CH:19][CH:20]=[CH:21][CH:22]=4)[O:9][C:8]3=[O:10])[CH2:12]2)=[N:30][CH:29]=1)=[O:32])([CH3:37])([CH3:35])[CH3:36], predict the reactants needed to synthesize it. The reactants are: [OH:1][C:2]([CH3:24])([CH3:23])[CH2:3][C@@:4]1([C:17]2[CH:22]=[CH:21][CH:20]=[CH:19][CH:18]=2)[O:9][C:8](=[O:10])[N:7]([C@H:11]2[CH2:16][CH2:15][CH2:14][NH:13][CH2:12]2)[CH2:6][CH2:5]1.Br[C:26]1[S:27][C:28]([C:31]([NH:33][C:34]([CH3:37])([CH3:36])[CH3:35])=[O:32])=[CH:29][N:30]=1.